From a dataset of Forward reaction prediction with 1.9M reactions from USPTO patents (1976-2016). Predict the product of the given reaction. (1) Given the reactants Br[CH2:2][C:3]([C:5]1[CH:10]=[CH:9][C:8]([Br:11])=[CH:7][CH:6]=1)=O.[F:12][C:13]1[CH:14]=[C:15]([NH:19][C:20]([NH2:22])=[S:21])[CH:16]=[CH:17][CH:18]=1, predict the reaction product. The product is: [Br:11][C:8]1[CH:9]=[CH:10][C:5]([C:3]2[N:22]=[C:20]([NH:19][C:15]3[CH:16]=[CH:17][CH:18]=[C:13]([F:12])[CH:14]=3)[S:21][CH:2]=2)=[CH:6][CH:7]=1. (2) Given the reactants [Cl:1][C:2]1[C:7]([C:8]([O:10][CH2:11][CH3:12])=[O:9])=[C:6](OS(C(F)(F)F)(=O)=O)[N:5]=[C:4]2[N:21]([CH3:24])[N:22]=[CH:23][C:3]=12.[Cl:25][C:26]1[CH:27]=[C:28](B(O)O)[CH:29]=[C:30]([Cl:32])[CH:31]=1.C([O-])([O-])=O.[K+].[K+], predict the reaction product. The product is: [Cl:1][C:2]1[C:7]([C:8]([O:10][CH2:11][CH3:12])=[O:9])=[C:6]([C:28]2[CH:27]=[C:26]([Cl:25])[CH:31]=[C:30]([Cl:32])[CH:29]=2)[N:5]=[C:4]2[N:21]([CH3:24])[N:22]=[CH:23][C:3]=12. (3) The product is: [OH:12][C:10]1[CH:11]=[C:2]([CH2:35][C:34]2[CH:37]=[CH:38][CH:39]=[CH:40][C:33]=2[O:32][CH3:31])[CH:3]=[C:4]2[C:9]=1[N:8]=[CH:7][NH:6][C:5]2=[O:29]. Given the reactants Br[C:2]1[CH:3]=[C:4]2[C:9](=[C:10]([O:12]COCC[Si](C)(C)C)[CH:11]=1)[N:8]=[CH:7][N:6](COCC[Si](C)(C)C)[C:5]2=[O:29].[Cl-].[CH3:31][O:32][C:33]1[CH:40]=[CH:39][CH:38]=[CH:37][C:34]=1[CH2:35][Zn+].[Br-].C([Zn+])C1C=CC=CC=1, predict the reaction product.